From a dataset of Full USPTO retrosynthesis dataset with 1.9M reactions from patents (1976-2016). Predict the reactants needed to synthesize the given product. The reactants are: [C:1]([O:5][C:6]([N:8]1[CH:21]([C:22](O)=[O:23])[CH2:20][C:19]2[CH:18]=[C:17]3[C:12]([O:13][C@@H:14]([C:25]4[CH:30]=[CH:29][C:28]([O:31][CH2:32][C:33]5[CH:38]=[CH:37][C:36]([Cl:39])=[C:35]([Cl:40])[CH:34]=5)=[CH:27][CH:26]=4)[CH2:15][NH:16]3)=[CH:11][C:10]=2[CH2:9]1)=[O:7])([CH3:4])([CH3:3])[CH3:2].CN(C(ON1N=NC2C=CC=CC1=2)=[N+](C)C)C.F[P-](F)(F)(F)(F)F.CCN(C(C)C)C(C)C.[CH3:74][O:75][C:76](=[O:94])[C@@H:77]([NH2:93])[CH2:78][C:79]1[CH:84]=[CH:83][C:82]([C:85]2[CH:90]=[CH:89][C:88]([C:91]#[N:92])=[CH:87][CH:86]=2)=[CH:81][CH:80]=1. Given the product [C:1]([O:5][C:6]([N:8]1[CH:21]([C:22](=[O:23])[NH:93][C@H:77]([C:76]([O:75][CH3:74])=[O:94])[CH2:78][C:79]2[CH:80]=[CH:81][C:82]([C:85]3[CH:90]=[CH:89][C:88]([C:91]#[N:92])=[CH:87][CH:86]=3)=[CH:83][CH:84]=2)[CH2:20][C:19]2[CH:18]=[C:17]3[C:12]([O:13][C@@H:14]([C:25]4[CH:30]=[CH:29][C:28]([O:31][CH2:32][C:33]5[CH:38]=[CH:37][C:36]([Cl:39])=[C:35]([Cl:40])[CH:34]=5)=[CH:27][CH:26]=4)[CH2:15][NH:16]3)=[CH:11][C:10]=2[CH2:9]1)=[O:7])([CH3:3])([CH3:4])[CH3:2], predict the reactants needed to synthesize it.